Dataset: B-cell epitopes from IEDB database with 3,159 antigens for binding position prediction. Task: Token-level Classification. Given an antigen amino acid sequence, predict which amino acid positions are active epitope sites capable of antibody binding. Output is a list of indices for active positions. Given the antigen sequence: IGVNQLVNTAFPGIVTCHENRMVVEFPRILGTKIQYTSVVDPLGLEMMNCTYVLDPENLTLKAPYEACTKRVRGHHQMTIRLIDDNAALRQEALMYHISCPVMGAEGPDQHSGSTICMKDFMSFTFNFFPGMADENVKREDSKQRMGWSLVVGDGERARTLTFQEAMTQGYNFLIGNQKMNIQVSFHATGVTRYSQGN, which amino acid positions are active epitope sites? The epitope positions are: [49, 50, 51, 52, 53, 54, 55, 56, 57, 58, 59, 60, 61, 62, 63, 64, 65, 66]. The amino acids at these positions are: CTYVLDPENLTLKAPYEA.